Dataset: Forward reaction prediction with 1.9M reactions from USPTO patents (1976-2016). Task: Predict the product of the given reaction. (1) Given the reactants [CH:1]1([NH2:6])[CH2:5][CH2:4][CH2:3][CH2:2]1.ClC([O:11][C:12](=O)[O:13][C@H:14]1[CH2:19][CH2:18][CH2:17][N:16]([C:20](=[O:28])[C:21]2[CH:26]=[CH:25][C:24]([F:27])=[CH:23][CH:22]=2)[CH2:15]1)(Cl)Cl, predict the reaction product. The product is: [F:27][C:24]1[CH:23]=[CH:22][C:21]([C:20]([N:16]2[CH2:17][CH2:18][CH2:19][C@H:14]([O:13][C:12](=[O:11])[NH:6][CH:1]3[CH2:5][CH2:4][CH2:3][CH2:2]3)[CH2:15]2)=[O:28])=[CH:26][CH:25]=1. (2) Given the reactants [Cl:1][C:2]1[CH:10]=[CH:9][C:8]([C:11]2[C:12]([C@@H:28]([NH:38][C:39](=[O:55])[CH2:40][N:41]3[C:45]4[C:46]([F:51])([F:50])[C@@H:47]5[CH2:49][C@@H:48]5[C:44]=4[C:43]([CH:52]([F:54])[F:53])=[N:42]3)[CH2:29][C:30]3[CH:35]=[C:34]([F:36])[CH:33]=[C:32]([F:37])[CH:31]=3)=[N:13][C:14]([C:17]#CC(C)(N3CCOC3=O)C)=[CH:15][CH:16]=2)=[C:7]2[C:3]=1[C:4]([NH:57][S:58]([CH3:61])(=[O:60])=[O:59])=[N:5][N:6]2[CH3:56].[C:62]([C:64]1([OH:68])[CH2:67][CH2:66][CH2:65]1)#C, predict the reaction product. The product is: [Cl:1][C:2]1[CH:10]=[CH:9][C:8]([C:11]2[C:12]([C@@H:28]([NH:38][C:39](=[O:55])[CH2:40][N:41]3[C:45]4[C:46]([F:51])([F:50])[C@@H:47]5[CH2:49][C@@H:48]5[C:44]=4[C:43]([CH:52]([F:53])[F:54])=[N:42]3)[CH2:29][C:30]3[CH:35]=[C:34]([F:36])[CH:33]=[C:32]([F:37])[CH:31]=3)=[N:13][C:14]([C:17]#[C:62][C:64]3([OH:68])[CH2:67][CH2:66][CH2:65]3)=[CH:15][CH:16]=2)=[C:7]2[C:3]=1[C:4]([NH:57][S:58]([CH3:61])(=[O:59])=[O:60])=[N:5][N:6]2[CH3:56]. (3) Given the reactants [N:1]([CH2:4][C:5]1[CH:10]=[CH:9][C:8]([C:11]([F:14])([F:13])[F:12])=[CH:7][CH:6]=1)=[N+:2]=[N-:3].[C:15]([OH:19])#[C:16][CH2:17][CH3:18].O=C1O[C@H]([C@H](CO)O)C([O-])=C1O.[Na+], predict the reaction product. The product is: [F:14][C:11]([F:13])([F:12])[C:8]1[CH:7]=[CH:6][C:5]([CH2:4][N:1]2[CH:18]=[C:17]([CH2:16][CH2:15][OH:19])[N:3]=[N:2]2)=[CH:10][CH:9]=1.